From a dataset of Reaction yield outcomes from USPTO patents with 853,638 reactions. Predict the reaction yield, written as a fraction of the theoretical maximum amount of product (1.0 means a 100% yield; for example, 0.34 means a 34% yield). (1) The catalyst is C(O)C.[C].[Pd]. The yield is 0.740. The product is [Si:1]([O:18][CH2:19][CH2:20][O:21][C:22]1[CH:27]=[CH:26][C:25]([CH2:28][CH2:29][C:30]([O:32][CH2:33][CH3:34])=[O:31])=[C:24]([O:35][C:36]2[C:41]([Cl:42])=[CH:40][C:39]([C:43]([F:46])([F:45])[F:44])=[CH:38][N:37]=2)[CH:23]=1)([C:14]([CH3:16])([CH3:15])[CH3:17])([C:8]1[CH:9]=[CH:10][CH:11]=[CH:12][CH:13]=1)[C:2]1[CH:7]=[CH:6][CH:5]=[CH:4][CH:3]=1. The reactants are [Si:1]([O:18][CH2:19][CH2:20][O:21][C:22]1[CH:27]=[CH:26][C:25](/[CH:28]=[CH:29]/[C:30]([O:32][CH2:33][CH3:34])=[O:31])=[C:24]([O:35][C:36]2[C:41]([Cl:42])=[CH:40][C:39]([C:43]([F:46])([F:45])[F:44])=[CH:38][N:37]=2)[CH:23]=1)([C:14]([CH3:17])([CH3:16])[CH3:15])([C:8]1[CH:13]=[CH:12][CH:11]=[CH:10][CH:9]=1)[C:2]1[CH:7]=[CH:6][CH:5]=[CH:4][CH:3]=1. (2) The reactants are [Cl:1][C:2]1[CH:3]=[C:4]([CH:8]=[C:9]([S:12](Cl)(=[O:14])=[O:13])[C:10]=1[OH:11])[C:5]([OH:7])=O.C([N:18]([CH2:21][CH3:22])CC)C.[Cl:23][C:24]1[CH:29]=[CH:28][C:27]([C:30]2[CH:35]=[CH:34][CH:33]=[C:32]([CH2:36][NH:37][CH2:38][C:39]3[CH:44]=[CH:43][C:42]([F:45])=[CH:41][CH:40]=3)[CH:31]=2)=[CH:26][CH:25]=1. The catalyst is ClCCl. The product is [CH2:21]([NH:18][C:5](=[O:7])[C:4]1[CH:8]=[C:9]([S:12](=[O:14])(=[O:13])[N:37]([CH2:36][C:32]2[CH:31]=[C:30]([C:27]3[CH:28]=[CH:29][C:24]([Cl:23])=[CH:25][CH:26]=3)[CH:35]=[CH:34][CH:33]=2)[CH2:38][C:39]2[CH:40]=[CH:41][C:42]([F:45])=[CH:43][CH:44]=2)[C:10]([OH:11])=[C:2]([Cl:1])[CH:3]=1)[C:22]1[CH:4]=[CH:3][CH:2]=[CH:10][CH:9]=1. The yield is 0.260. (3) The reactants are [F:1][C:2]1[C:16]2[N:15]3[CH:17]=[CH:18][CH:19]=[C:14]3[C:8]3([CH2:13][CH2:12][NH:11][CH2:10][CH2:9]3)[O:7][C:6]=2[CH:5]=[CH:4][CH:3]=1.CCN(CC)CC.[F:27][C:28]([F:39])([F:38])[C:29](O[C:29](=[O:30])[C:28]([F:39])([F:38])[F:27])=[O:30]. The catalyst is ClCCl. The product is [F:27][C:28]([F:39])([F:38])[C:29]([N:11]1[CH2:12][CH2:13][C:8]2([O:7][C:6]3[CH:5]=[CH:4][CH:3]=[C:2]([F:1])[C:16]=3[N:15]3[CH:17]=[CH:18][CH:19]=[C:14]23)[CH2:9][CH2:10]1)=[O:30]. The yield is 0.500. (4) The reactants are Br[C:2]12[CH2:11][CH:6]3[CH2:7][CH:8]([CH2:10][CH:4]([CH2:5]3)[CH2:3]1)[CH2:9]2.C(N(CC)CC)C.[CH2:19]([OH:37])[CH2:20][O:21][CH2:22][CH2:23][O:24][CH2:25][CH2:26][O:27][CH2:28][CH2:29][O:30][CH2:31][CH2:32][O:33][CH2:34][CH2:35][OH:36]. The catalyst is Cl.C1CCN2C(=NCCC2)CC1. The product is [C:2]12([O:36][CH2:35][CH2:34][O:33][CH2:32][CH2:31][O:30][CH2:29][CH2:28][O:27][CH2:26][CH2:25][O:24][CH2:23][CH2:22][O:21][CH2:20][CH2:19][OH:37])[CH2:11][CH:6]3[CH2:7][CH:8]([CH2:10][CH:4]([CH2:5]3)[CH2:3]1)[CH2:9]2. The yield is 0.660.